From a dataset of Forward reaction prediction with 1.9M reactions from USPTO patents (1976-2016). Predict the product of the given reaction. (1) Given the reactants [N:1]1[CH:2]=[CH:3][N:4]2[CH:9]=[CH:8][C:7]([NH2:10])=[CH:6][C:5]=12.[C:11]([N:13]=[C:14](SC)[S:15][CH3:16])#[N:12].[H-].[Na+], predict the reaction product. The product is: [C:11]([N:13]=[C:14]([S:15][CH3:16])[NH:10][C:7]1[CH:8]=[CH:9][N:4]2[CH:3]=[CH:2][N:1]=[C:5]2[CH:6]=1)#[N:12]. (2) Given the reactants [Li]C(C)(C)C.Br[C:7]1[CH:8]=[CH:9][C:10]([F:23])=[C:11]2[C:15]=1[N:14]([C:16]([O:18][C:19]([CH3:22])([CH3:21])[CH3:20])=[O:17])[CH2:13][CH2:12]2.[C:24](=[O:26])=[O:25], predict the reaction product. The product is: [CH3:20][C:19]([O:18][C:16]([N:14]1[C:15]2[C:11](=[C:10]([F:23])[CH:9]=[CH:8][C:7]=2[C:24]([OH:26])=[O:25])[CH2:12][CH2:13]1)=[O:17])([CH3:22])[CH3:21]. (3) Given the reactants [F:1][C:2]1[CH:3]=[C:4]([CH:51]=[C:52]([F:54])[CH:53]=1)[CH2:5][C@H:6]([NH:24][C:25]([C:27]1[C:28]2[CH2:29][CH2:30][N:31]([CH:44]([CH2:48][CH2:49][CH3:50])[CH2:45][CH2:46][CH3:47])[C:32](=[O:43])[C:33]=2[CH:34]=[C:35]([N:37]([CH3:42])[S:38]([CH3:41])(=[O:40])=[O:39])[CH:36]=1)=[O:26])[C@H:7]([OH:23])[CH2:8][NH:9][C:10]1([C:13]2[CH:18]=[CH:17][CH:16]=[C:15]([C:19]([F:22])([F:21])[F:20])[CH:14]=2)[CH2:12][CH2:11]1.[ClH:55], predict the reaction product. The product is: [ClH:55].[F:1][C:2]1[CH:3]=[C:4]([CH:51]=[C:52]([F:54])[CH:53]=1)[CH2:5][C@H:6]([NH:24][C:25]([C:27]1[C:28]2[CH2:29][CH2:30][N:31]([CH:44]([CH2:48][CH2:49][CH3:50])[CH2:45][CH2:46][CH3:47])[C:32](=[O:43])[C:33]=2[CH:34]=[C:35]([N:37]([CH3:42])[S:38]([CH3:41])(=[O:39])=[O:40])[CH:36]=1)=[O:26])[C@H:7]([OH:23])[CH2:8][NH:9][C:10]1([C:13]2[CH:18]=[CH:17][CH:16]=[C:15]([C:19]([F:22])([F:20])[F:21])[CH:14]=2)[CH2:12][CH2:11]1. (4) The product is: [F:10][C:11]1[CH:16]=[CH:15][C:14]([N+:17]([O-:19])=[O:18])=[CH:13][C:12]=1[C:2]1[N:9]=[CH:8][CH:7]=[CH:6][C:3]=1[C:4]#[N:5]. Given the reactants Cl[C:2]1[N:9]=[CH:8][CH:7]=[CH:6][C:3]=1[C:4]#[N:5].[F:10][C:11]1[CH:16]=[CH:15][C:14]([N+:17]([O-:19])=[O:18])=[CH:13][C:12]=1B1OC(C)(C)C(C)(C)O1.[F-].[K+].C(P(C(C)(C)C)C(C)(C)C)(C)(C)C, predict the reaction product. (5) Given the reactants [NH2:1][CH2:2][CH2:3][NH:4][C:5]1[N:10]=[C:9]([CH:11]([C:14]2[S:15][C:16]3[CH:22]=[CH:21][CH:20]=[CH:19][C:17]=3[N:18]=2)[C:12]#[N:13])[CH:8]=[CH:7][N:6]=1.[Cl:23][C:24]1[CH:32]=[CH:31][C:27]([C:28](Cl)=[O:29])=[CH:26][CH:25]=1.C(N(CC)CC)C, predict the reaction product. The product is: [S:15]1[C:16]2[CH:22]=[CH:21][CH:20]=[CH:19][C:17]=2[N:18]=[C:14]1[CH:11]([C:12]#[N:13])[C:9]1[CH:8]=[CH:7][N:6]=[C:5]([NH:4][CH2:3][CH2:2][NH:1][C:28](=[O:29])[C:27]2[CH:31]=[CH:32][C:24]([Cl:23])=[CH:25][CH:26]=2)[N:10]=1.